This data is from NCI-60 drug combinations with 297,098 pairs across 59 cell lines. The task is: Regression. Given two drug SMILES strings and cell line genomic features, predict the synergy score measuring deviation from expected non-interaction effect. Drug 1: CCC1=CC2CC(C3=C(CN(C2)C1)C4=CC=CC=C4N3)(C5=C(C=C6C(=C5)C78CCN9C7C(C=CC9)(C(C(C8N6C)(C(=O)OC)O)OC(=O)C)CC)OC)C(=O)OC.C(C(C(=O)O)O)(C(=O)O)O. Drug 2: CS(=O)(=O)OCCCCOS(=O)(=O)C. Cell line: HOP-92. Synergy scores: CSS=28.3, Synergy_ZIP=-8.35, Synergy_Bliss=-1.79, Synergy_Loewe=-25.4, Synergy_HSA=-0.679.